From a dataset of Catalyst prediction with 721,799 reactions and 888 catalyst types from USPTO. Predict which catalyst facilitates the given reaction. Reactant: CC(C)([O-])C.[K+].[C:7]([C:15]1[CH:20]=[CH:19][CH:18]=[CH:17][CH:16]=1)(=[O:14])[C:8]1C=CC=CC=1.[N:21](OCCC(C)C)=[O:22]. Product: [O:14]=[C:7]([C:15]1[CH:20]=[CH:19][CH:18]=[CH:17][CH:16]=1)[CH:8]=[N:21][OH:22]. The catalyst class is: 107.